The task is: Predict the reactants needed to synthesize the given product.. This data is from Full USPTO retrosynthesis dataset with 1.9M reactions from patents (1976-2016). (1) Given the product [CH2:1]([O:3][C:4]([C:6]([CH3:7])([O:8][C:9]1[CH:10]=[CH:11][C:12]([CH2:15][CH2:16][CH2:17][C:18]([NH:43][N:42]([CH2:44][C:45]2[CH:50]=[CH:49][C:48]([CH3:51])=[C:47]([CH3:52])[CH:46]=2)[C:40]([NH:39][CH3:38])=[O:41])=[O:20])=[CH:13][CH:14]=1)[CH3:21])=[O:5])[CH3:2], predict the reactants needed to synthesize it. The reactants are: [CH2:1]([O:3][C:4]([C:6]([CH3:21])([O:8][C:9]1[CH:14]=[CH:13][C:12]([CH2:15][CH2:16][CH2:17][C:18]([OH:20])=O)=[CH:11][CH:10]=1)[CH3:7])=[O:5])[CH3:2].C(Cl)(=O)C(Cl)=O.CN(C)C=O.CS(O)(=O)=O.[CH3:38][NH:39][C:40]([N:42]([CH2:44][C:45]1[CH:50]=[CH:49][C:48]([CH3:51])=[C:47]([CH3:52])[CH:46]=1)[NH2:43])=[O:41].N1C=CC=CC=1. (2) Given the product [CH:12]1([C:2]2[CH:9]=[CH:8][C:5]([CH:6]=[O:7])=[C:4]([O:10][CH3:11])[N:3]=2)[CH2:14][CH2:13]1, predict the reactants needed to synthesize it. The reactants are: Cl[C:2]1[CH:9]=[CH:8][C:5]([CH:6]=[O:7])=[C:4]([O:10][CH3:11])[N:3]=1.[CH:12]1(B(O)O)[CH2:14][CH2:13]1.C(=O)([O-])[O-].[Na+].[Na+]. (3) Given the product [Cl:1][C:2]1[CH:7]=[C:6]([CH3:8])[CH:5]=[C:4]([F:9])[C:3]=1[N:10]=[C:18]=[S:19], predict the reactants needed to synthesize it. The reactants are: [Cl:1][C:2]1[CH:7]=[C:6]([CH3:8])[CH:5]=[C:4]([F:9])[C:3]=1[NH2:10].C(=O)([O-])[O-].[K+].[K+].O.[C:18](Cl)(Cl)=[S:19]. (4) Given the product [Br:7][C:8]1[CH:9]=[C:10]2[C:15](=[CH:16][CH:17]=1)[C:14](=[O:18])[N:13]([CH2:20][CH:21]1[CH2:23][CH2:22]1)[CH:12]=[CH:11]2, predict the reactants needed to synthesize it. The reactants are: C(=O)([O-])[O-].[Cs+].[Cs+].[Br:7][C:8]1[CH:9]=[C:10]2[C:15](=[CH:16][CH:17]=1)[C:14](=[O:18])[NH:13][CH:12]=[CH:11]2.Br[CH2:20][CH:21]1[CH2:23][CH2:22]1. (5) Given the product [CH3:34][C:30]1[CH:31]=[CH:32][CH:33]=[C:28]([CH3:27])[C:29]=1[NH:35][C:36]([NH:38]/[N:39]=[CH:23]/[C:20]1[CH:21]=[CH:22][C:14]2[C:13]3[CH:12]=[N:11][N:10]([C:7]4[CH:8]=[CH:9][C:4]([O:3][C:2]([F:1])([F:26])[F:25])=[CH:5][CH:6]=4)[C:18]=3[CH:17]=[CH:16][C:15]=2[CH:19]=1)=[S:37], predict the reactants needed to synthesize it. The reactants are: [F:1][C:2]([F:26])([F:25])[O:3][C:4]1[CH:9]=[CH:8][C:7]([N:10]2[C:18]3[CH:17]=[CH:16][C:15]4[CH:19]=[C:20]([CH:23]=O)[CH:21]=[CH:22][C:14]=4[C:13]=3[CH:12]=[N:11]2)=[CH:6][CH:5]=1.[CH3:27][C:28]1[CH:33]=[CH:32][CH:31]=[C:30]([CH3:34])[C:29]=1[NH:35][C:36]([NH:38][NH2:39])=[S:37].C(O)(=O)C. (6) Given the product [CH3:29][N:30]([CH3:39])[C:31]([CH:33]1[CH2:34][CH2:35][N:36]([CH2:11][C:10]2[N:2]([CH3:1])[C:3]3[C:8]([N:9]=2)=[C:7]([N:13]2[CH2:14][CH2:15][O:16][CH2:17][CH2:18]2)[N:6]=[C:5]([N:19]2[C:23]4[CH:24]=[CH:25][CH:26]=[CH:27][C:22]=4[N:21]=[C:20]2[CH3:28])[N:4]=3)[CH2:37][CH2:38]1)=[O:32], predict the reactants needed to synthesize it. The reactants are: [CH3:1][N:2]1[C:10]([CH:11]=O)=[N:9][C:8]2[C:3]1=[N:4][C:5]([N:19]1[C:23]3[CH:24]=[CH:25][CH:26]=[CH:27][C:22]=3[N:21]=[C:20]1[CH3:28])=[N:6][C:7]=2[N:13]1[CH2:18][CH2:17][O:16][CH2:15][CH2:14]1.[CH3:29][N:30]([CH3:39])[C:31]([CH:33]1[CH2:38][CH2:37][NH:36][CH2:35][CH2:34]1)=[O:32].C(O[BH-](OC(=O)C)OC(=O)C)(=O)C.[Na+].